Dataset: Full USPTO retrosynthesis dataset with 1.9M reactions from patents (1976-2016). Task: Predict the reactants needed to synthesize the given product. (1) Given the product [Br:3][C:4]1[C:24]([O:25][CH:26]([CH3:28])[CH3:27])=[CH:23][C:7]2[C:8]([C:18]([OH:20])=[O:19])=[C:9]([C:11]3[CH:16]=[CH:15][C:14]([F:17])=[CH:13][CH:12]=3)[O:10][C:6]=2[CH:5]=1, predict the reactants needed to synthesize it. The reactants are: [OH-].[Na+].[Br:3][C:4]1[C:24]([O:25][CH:26]([CH3:28])[CH3:27])=[CH:23][C:7]2[C:8]([C:18]([O:20]CC)=[O:19])=[C:9]([C:11]3[CH:16]=[CH:15][C:14]([F:17])=[CH:13][CH:12]=3)[O:10][C:6]=2[CH:5]=1.CO. (2) Given the product [C:20]([C:16]1[CH:15]=[C:14]([CH:12]([OH:13])[CH2:11][CH2:10][C:6]2[CH:7]=[CH:8][CH:9]=[C:4]([C:1]([OH:3])=[O:2])[CH:5]=2)[CH:19]=[CH:18][CH:17]=1)([OH:22])=[O:21], predict the reactants needed to synthesize it. The reactants are: [C:1]([C:4]1[CH:5]=[C:6]([CH:10]=[CH:11][C:12]([C:14]2[CH:19]=[CH:18][CH:17]=[C:16]([C:20]([OH:22])=[O:21])[CH:15]=2)=[O:13])[CH:7]=[CH:8][CH:9]=1)([OH:3])=[O:2].[OH-].[Na+].[BH4-].[Na+]. (3) Given the product [Br:25][CH2:26][C@@H:27]([C:29]1[CH:34]=[CH:33][CH:32]=[CH:31][CH:30]=1)[OH:28], predict the reactants needed to synthesize it. The reactants are: C1([C@@H]2C(C3C=CC=CC=3)(C3C=CC=CC=3)OB(C)N2)CCCCC1.[Br:25][CH2:26][C:27]([C:29]1[CH:34]=[CH:33][CH:32]=[CH:31][CH:30]=1)=[O:28].CO.